From a dataset of Full USPTO retrosynthesis dataset with 1.9M reactions from patents (1976-2016). Predict the reactants needed to synthesize the given product. (1) Given the product [F:1][C:2]1[CH:3]=[CH:4][C:5]([NH:8][CH2:9][CH2:10][N:11]2[CH:15]=[C:14]([N+:16]([O-:18])=[O:17])[CH:13]=[N:12]2)=[N:6][CH:7]=1, predict the reactants needed to synthesize it. The reactants are: [F:1][C:2]1[CH:3]=[CH:4][C:5]([NH:8][C:9](=O)[CH2:10][N:11]2[CH:15]=[C:14]([N+:16]([O-:18])=[O:17])[CH:13]=[N:12]2)=[N:6][CH:7]=1.Cl. (2) Given the product [Cl:23][C:18]1[CH:19]=[CH:20][CH:21]=[CH:22][C:17]=1[N:14]1[C:15]2[C:10](=[C:9]([C:25]3[CH:30]=[CH:29][CH:28]=[CH:27][C:26]=3[Cl:31])[CH:8]=[C:7]([NH:34][CH:35]([CH2:38][OH:39])[CH2:36][OH:37])[CH:16]=2)[CH:11]=[CH:12][C:13]1=[O:24], predict the reactants needed to synthesize it. The reactants are: FC(F)(F)S(O[C:7]1[CH:16]=[C:15]2[C:10]([CH:11]=[CH:12][C:13](=[O:24])[N:14]2[C:17]2[CH:22]=[CH:21][CH:20]=[CH:19][C:18]=2[Cl:23])=[C:9]([C:25]2[CH:30]=[CH:29][CH:28]=[CH:27][C:26]=2[Cl:31])[CH:8]=1)(=O)=O.[NH2:34][CH:35]([CH2:38][OH:39])[CH2:36][OH:37].C1C=CC(P(C2C(C3C(P(C4C=CC=CC=4)C4C=CC=CC=4)=CC=C4C=3C=CC=C4)=C3C(C=CC=C3)=CC=2)C2C=CC=CC=2)=CC=1.C(=O)([O-])[O-].[Cs+].[Cs+]. (3) Given the product [OH:3][CH2:4][C:6]1[C:7]([C:15]([OH:18])([CH3:16])[CH3:17])=[N:8][N:9]2[CH:14]=[CH:13][CH:12]=[CH:11][C:10]=12, predict the reactants needed to synthesize it. The reactants are: C([O:3][C:4]([C:6]1[C:7]([C:15]([OH:18])([CH3:17])[CH3:16])=[N:8][N:9]2[CH:14]=[CH:13][CH:12]=[CH:11][C:10]=12)=O)C.[H-].[Al+3].[Li+].[H-].[H-].[H-].O.[OH-].[Na+]. (4) Given the product [Cl:1][C:2]1[C:3]([CH2:8][NH:9][C:23]([C@@H:22]2[CH2:26][CH2:27][CH2:28][CH2:29][N:21]2[C:11]([O:13][CH2:14][C:15]2[CH:16]=[CH:17][CH:18]=[CH:19][CH:20]=2)=[O:12])=[O:24])=[N:4][CH:5]=[CH:6][N:7]=1, predict the reactants needed to synthesize it. The reactants are: [Cl:1][C:2]1[C:3]([CH2:8][NH2:9])=[N:4][CH:5]=[CH:6][N:7]=1.Cl.[C:11]([N:21]1[CH2:29][CH2:28][CH2:27][CH2:26][C@H:22]1[C:23](O)=[O:24])([O:13][CH2:14][C:15]1[CH:20]=[CH:19][CH:18]=[CH:17][CH:16]=1)=[O:12].C(N(CC)CC)C.CN(C(ON1N=NC2C=CC=NC1=2)=[N+](C)C)C.F[P-](F)(F)(F)(F)F. (5) The reactants are: [CH:1]([C:3]1[CH:8]=[C:7]([O:9][CH3:10])[C:6](OS(C(F)(F)F)(=O)=O)=[C:5]([O:19][CH3:20])[CH:4]=1)=[O:2].C(N(CC)CC)C.[C:28]([O:32][CH3:33])(=[O:31])[CH:29]=[CH2:30].C1(P(C2C=CC=CC=2)CCCP(C2C=CC=CC=2)C2C=CC=CC=2)C=CC=CC=1. Given the product [CH3:33][O:32][C:28](=[O:31])[CH:29]=[CH:30][C:6]1[C:5]([O:19][CH3:20])=[CH:4][C:3]([CH:1]=[O:2])=[CH:8][C:7]=1[O:9][CH3:10], predict the reactants needed to synthesize it.